This data is from Catalyst prediction with 721,799 reactions and 888 catalyst types from USPTO. The task is: Predict which catalyst facilitates the given reaction. (1) Reactant: [Si:1]([O:8][C@H:9]1[CH2:18][C:17]2([CH2:20][CH2:19]2)[CH2:16][C:15]2[N:14]=[C:13]([CH:21]3[CH2:25][CH2:24][CH2:23][CH2:22]3)[C:12]([C:26]([C:28]3[CH:33]=[CH:32][C:31]([C:34]([F:37])([F:36])[F:35])=[CH:30][CH:29]=3)=[O:27])=[C:11]([CH:38]3[CH2:43][CH2:42][CH2:41][CH2:40][CH2:39]3)[C:10]1=2)([C:4]([CH3:7])([CH3:6])[CH3:5])([CH3:3])[CH3:2].[H-].C([Al+]CC(C)C)C(C)C.C(C(C(C([O-])=O)O)O)([O-])=O.[Na+].[K+]. Product: [Si:1]([O:8][C@H:9]1[CH2:18][C:17]2([CH2:20][CH2:19]2)[CH2:16][C:15]2[N:14]=[C:13]([CH:21]3[CH2:22][CH2:23][CH2:24][CH2:25]3)[C:12]([C@H:26]([C:28]3[CH:29]=[CH:30][C:31]([C:34]([F:35])([F:36])[F:37])=[CH:32][CH:33]=3)[OH:27])=[C:11]([CH:38]3[CH2:39][CH2:40][CH2:41][CH2:42][CH2:43]3)[C:10]1=2)([C:4]([CH3:7])([CH3:6])[CH3:5])([CH3:3])[CH3:2]. The catalyst class is: 11. (2) Reactant: [CH3:1][CH:2]([CH3:22])[CH2:3][CH:4]([C:6]1[CH:11]=[CH:10][C:9]([C:12]2[CH:17]=[CH:16][C:15]([C:18]([F:21])([F:20])[F:19])=[CH:14][CH:13]=2)=[CH:8][CH:7]=1)O.[CH3:23][O:24][C:25]([C:27]1[N:32]=[CH:31][C:30]([NH:33][C:34]([O:36][C:37]([CH3:40])([CH3:39])[CH3:38])=[O:35])=[CH:29][N:28]=1)=[O:26].C1(P(C2C=CC=CC=2)C2C=CC=CC=2)C=CC=CC=1.N(C(OC(C)C)=O)=NC(OC(C)C)=O. Product: [CH3:23][O:24][C:25]([C:27]1[N:32]=[CH:31][C:30]([N:33]([C:34]([O:36][C:37]([CH3:40])([CH3:39])[CH3:38])=[O:35])[CH:4]([C:6]2[CH:11]=[CH:10][C:9]([C:12]3[CH:17]=[CH:16][C:15]([C:18]([F:21])([F:20])[F:19])=[CH:14][CH:13]=3)=[CH:8][CH:7]=2)[CH2:3][CH:2]([CH3:22])[CH3:1])=[CH:29][N:28]=1)=[O:26]. The catalyst class is: 7. (3) Reactant: CN(C)S([N:6]1[CH:10]=[C:9]([C:11]([C:13]2[CH:22]=[CH:21][C:16]3[O:17][CH2:18][CH2:19][O:20][C:15]=3[CH:14]=2)=[CH2:12])[N:8]=[CH:7]1)(=O)=O.[H][H]. Product: [O:17]1[C:16]2[CH:21]=[CH:22][C:13]([CH:11]([C:9]3[N:8]=[CH:7][NH:6][CH:10]=3)[CH3:12])=[CH:14][C:15]=2[O:20][CH2:19][CH2:18]1. The catalyst class is: 50. (4) Reactant: Br[C:2]1[CH:7]=[CH:6][C:5]([C:8]2([CH2:14][NH:15][CH:16]=[O:17])[CH2:13][CH2:12][CH2:11][CH2:10][CH2:9]2)=[CH:4][CH:3]=1.[F:18][C:19]1[CH:24]=[CH:23][C:22](B(O)O)=[CH:21][CH:20]=1. Product: [F:18][C:19]1[CH:24]=[CH:23][C:22]([C:2]2[CH:7]=[CH:6][C:5]([C:8]3([CH2:14][NH:15][CH:16]=[O:17])[CH2:13][CH2:12][CH2:11][CH2:10][CH2:9]3)=[CH:4][CH:3]=2)=[CH:21][CH:20]=1. The catalyst class is: 235.